Task: Predict the reaction yield, written as a fraction of the theoretical maximum amount of product (1.0 means a 100% yield; for example, 0.34 means a 34% yield).. Dataset: Buchwald-Hartwig C-N cross coupling reaction yields with 55,370 reactions (1) The reactants are Brc1cccnc1.Cc1ccc(N)cc1.O=S(=O)(O[Pd]1c2ccccc2-c2ccccc2N~1)C(F)(F)F.CC(C)c1cc(C(C)C)c(-c2ccccc2P(C2CCCCC2)C2CCCCC2)c(C(C)C)c1.CN(C)C(=NC(C)(C)C)N(C)C.Fc1cccc(F)c1-c1ccno1. No catalyst specified. The product is Cc1ccc(Nc2cccnc2)cc1. The yield is 0.0625. (2) The reactants are Clc1cccnc1.Cc1ccc(N)cc1.O=S(=O)(O[Pd]1c2ccccc2-c2ccccc2N~1)C(F)(F)F.CC(C)c1cc(C(C)C)c(-c2ccccc2P(C2CCCCC2)C2CCCCC2)c(C(C)C)c1.CCN=P(N=P(N(C)C)(N(C)C)N(C)C)(N(C)C)N(C)C.Cc1ccon1. The yield is 0.127. The product is Cc1ccc(Nc2cccnc2)cc1. No catalyst specified. (3) The reactants are Brc1cccnc1.Cc1ccc(N)cc1.O=S(=O)(O[Pd]1c2ccccc2-c2ccccc2N~1)C(F)(F)F.COc1ccc(OC)c(P([C@]23C[C@H]4C[C@H](C[C@H](C4)C2)C3)[C@]23C[C@H]4C[C@H](C[C@H](C4)C2)C3)c1-c1c(C(C)C)cc(C(C)C)cc1C(C)C.CCN=P(N=P(N(C)C)(N(C)C)N(C)C)(N(C)C)N(C)C.Cc1cc(-n2cccc2)no1. No catalyst specified. The product is Cc1ccc(Nc2cccnc2)cc1. The yield is 0.169. (4) The reactants are Brc1cccnc1.Cc1ccc(N)cc1.O=S(=O)(O[Pd]1c2ccccc2-c2ccccc2N~1)C(F)(F)F.COc1ccc(OC)c(P([C@]23C[C@H]4C[C@H](C[C@H](C4)C2)C3)[C@]23C[C@H]4C[C@H](C[C@H](C4)C2)C3)c1-c1c(C(C)C)cc(C(C)C)cc1C(C)C.CCN=P(N=P(N(C)C)(N(C)C)N(C)C)(N(C)C)N(C)C.Cc1ccon1. No catalyst specified. The product is Cc1ccc(Nc2cccnc2)cc1. The yield is 0.0183.